Task: Regression. Given a peptide amino acid sequence and an MHC pseudo amino acid sequence, predict their binding affinity value. This is MHC class I binding data.. Dataset: Peptide-MHC class I binding affinity with 185,985 pairs from IEDB/IMGT The peptide sequence is AVFDRKSDAK. The MHC is HLA-B14:02 with pseudo-sequence HLA-B14:02. The binding affinity (normalized) is 0.213.